This data is from Catalyst prediction with 721,799 reactions and 888 catalyst types from USPTO. The task is: Predict which catalyst facilitates the given reaction. (1) Reactant: [NH2:1][C:2]1[CH:7]=[CH:6][C:5]([N:8]2[CH2:13][CH2:12][O:11][CH2:10][C:9]2=[O:14])=[CH:4][CH:3]=1.Cl.Cl[CH2:17][CH2:18][NH:19][CH2:20][CH2:21]Cl.C(=O)([O-])[O-].[K+].[K+]. Product: [N:1]1([C:2]2[CH:3]=[CH:4][C:5]([N:8]3[CH2:13][CH2:12][O:11][CH2:10][C:9]3=[O:14])=[CH:6][CH:7]=2)[CH2:21][CH2:20][NH:19][CH2:18][CH2:17]1. The catalyst class is: 51. (2) Reactant: [N:1]1([CH2:6][C:7]2[S:11][C:10]([C:12]3[CH:17]=[C:16]([O:18][C:19]([F:22])([F:21])[F:20])[CH:15]=[CH:14][C:13]=3[S:23]([NH2:26])(=[O:25])=[O:24])=[N:9][CH:8]=2)[CH:5]=[CH:4][N:3]=[CH:2]1.Cl[C:28]([O:30][CH2:31][CH2:32][CH2:33][CH3:34])=[O:29]. Product: [CH2:31]([O:30][C:28](=[O:29])[NH:26][S:23]([C:13]1[CH:14]=[CH:15][C:16]([O:18][C:19]([F:21])([F:22])[F:20])=[CH:17][C:12]=1[C:10]1[S:11][C:7]([CH2:6][N:1]2[CH:5]=[CH:4][N:3]=[CH:2]2)=[CH:8][N:9]=1)(=[O:24])=[O:25])[CH2:32][CH2:33][CH3:34]. The catalyst class is: 341. (3) Reactant: [CH2:1]([O:3][C:4](=[O:30])[C:5]([CH2:15][C:16]1[CH:21]=[CH:20][C:19]([O:22]CC2C=CC=CC=2)=[CH:18][CH:17]=1)([O:8][C:9]1[CH:14]=[CH:13][CH:12]=[CH:11][CH:10]=1)[CH2:6][CH3:7])[CH3:2]. Product: [CH2:1]([O:3][C:4](=[O:30])[C:5]([CH2:15][C:16]1[CH:17]=[CH:18][C:19]([OH:22])=[CH:20][CH:21]=1)([O:8][C:9]1[CH:14]=[CH:13][CH:12]=[CH:11][CH:10]=1)[CH2:6][CH3:7])[CH3:2]. The catalyst class is: 78. (4) Reactant: [CH3:1][O:2][NH:3][CH3:4].[O:5]1[CH2:9][CH2:8][CH2:7][CH:6]1[C:10](Cl)=[O:11]. Product: [CH3:1][O:2][N:3]([CH3:4])[C:10]([CH:6]1[CH2:7][CH2:8][CH2:9][O:5]1)=[O:11]. The catalyst class is: 2. (5) Reactant: CC1(C)[O:6][C@H:5]([C@H:7]2[C@H:11]([C:12]([NH:14][C@@H:15]([CH3:23])[CH2:16][C:17]3[CH:22]=[CH:21][CH:20]=[CH:19][CH:18]=3)=[O:13])[O:10]C(C)(C)[O:8]2)[C@@H:4]([C:26]([NH:28][C@@H:29]([CH3:37])[CH2:30][C:31]2[CH:36]=[CH:35][CH:34]=[CH:33][CH:32]=2)=[O:27])[O:3]1.O. Product: [OH:3][C@H:4]([C@@H:5]([OH:6])[C@@H:7]([OH:8])[C@H:11]([OH:10])[C:12]([NH:14][C@@H:15]([CH3:23])[CH2:16][C:17]1[CH:22]=[CH:21][CH:20]=[CH:19][CH:18]=1)=[O:13])[C:26]([NH:28][C@@H:29]([CH3:37])[CH2:30][C:31]1[CH:36]=[CH:35][CH:34]=[CH:33][CH:32]=1)=[O:27]. The catalyst class is: 67.